Dataset: Reaction yield outcomes from USPTO patents with 853,638 reactions. Task: Predict the reaction yield, written as a fraction of the theoretical maximum amount of product (1.0 means a 100% yield; for example, 0.34 means a 34% yield). (1) The reactants are CCN=C=NCCCN(C)C.Cl.[F:13][C:14]([F:39])([F:38])[C:15]1[CH:16]=[C:17]([CH:31]=[C:32]([C:34]([F:37])([F:36])[F:35])[CH:33]=1)[CH2:18][N:19]1[C:23]([O:24][CH2:25][CH2:26][CH3:27])=[C:22]([C:28]([OH:30])=O)[N:21]=[N:20]1.[Cl:40][C:41]1[CH:49]=[CH:48][CH:47]=[CH:46][C:42]=1[CH2:43][NH:44][CH3:45]. The catalyst is CN(C1C=CN=CC=1)C.ClCCl. The product is [Cl:40][C:41]1[CH:49]=[CH:48][CH:47]=[CH:46][C:42]=1[CH2:43][N:44]([CH3:45])[C:28]([C:22]1[N:21]=[N:20][N:19]([CH2:18][C:17]2[CH:16]=[C:15]([C:14]([F:38])([F:39])[F:13])[CH:33]=[C:32]([C:34]([F:35])([F:37])[F:36])[CH:31]=2)[C:23]=1[O:24][CH2:25][CH2:26][CH3:27])=[O:30]. The yield is 0.900. (2) The product is [F:1][C:2]1[CH:3]=[CH:4][C:5]([C:8]2[S:12][C:11]([C:24]([C:21]3[CH:22]=[CH:23][N:18]=[CH:19][CH:20]=3)([OH:26])[CH3:25])=[N:10][CH:9]=2)=[CH:6][CH:7]=1. The reactants are [F:1][C:2]1[CH:7]=[CH:6][C:5]([C:8]2[S:12][CH:11]=[N:10][CH:9]=2)=[CH:4][CH:3]=1.[Li]CCCC.[N:18]1[CH:23]=[CH:22][C:21]([C:24](=[O:26])[CH3:25])=[CH:20][CH:19]=1. The yield is 0.220. The catalyst is C1COCC1.